From a dataset of Peptide-MHC class II binding affinity with 134,281 pairs from IEDB. Regression. Given a peptide amino acid sequence and an MHC pseudo amino acid sequence, predict their binding affinity value. This is MHC class II binding data. (1) The peptide sequence is YDKFLANNSTVLTGK. The MHC is DRB3_0202 with pseudo-sequence DRB3_0202. The binding affinity (normalized) is 0.948. (2) The peptide sequence is FLAVALVAGPAGSYA. The MHC is HLA-DPA10103-DPB10201 with pseudo-sequence HLA-DPA10103-DPB10201. The binding affinity (normalized) is 0.206.